From a dataset of Forward reaction prediction with 1.9M reactions from USPTO patents (1976-2016). Predict the product of the given reaction. Given the reactants [CH2:1]([O:4][C@@H:5]1[CH2:9][N:8]([CH:10]2[CH2:15][CH2:14][O:13][CH2:12][CH2:11]2)[CH2:7][C@H:6]1[NH:16][C:17](=[O:32])[CH2:18][C:19]1[NH:23][C:22]2[CH:24]=[CH:25][CH:26]=[C:27]([C:28]([F:31])([F:30])[F:29])[C:21]=2[N:20]=1)[CH:2]=[CH2:3], predict the reaction product. The product is: [CH2:1]([O:4][C@@H:5]1[CH2:9][N:8]([CH:10]2[CH2:15][CH2:14][O:13][CH2:12][CH2:11]2)[CH2:7][C@H:6]1[NH:16][C:17](=[O:32])[CH2:18][C:19]1[NH:23][C:22]2[CH:24]=[CH:25][CH:26]=[C:27]([C:28]([F:29])([F:31])[F:30])[C:21]=2[N:20]=1)[CH2:2][CH3:3].